Dataset: Forward reaction prediction with 1.9M reactions from USPTO patents (1976-2016). Task: Predict the product of the given reaction. (1) Given the reactants S(=O)(=O)(O)O.BrC(CC(O[C:13]1[CH:22]=[CH:21][CH:20]=[C:15]([C:16]([O:18][CH3:19])=[O:17])[C:14]=1[OH:23])=O)Br.[OH2:24].[CH3:25]O, predict the reaction product. The product is: [CH:25]([C:13]1[C:14]([OH:23])=[C:15]([CH:20]=[CH:21][CH:22]=1)[C:16]([O:18][CH3:19])=[O:17])=[O:24]. (2) Given the reactants FC(F)(F)S(O[C:7]1[C:15]2[C:10](=[CH:11][N:12]=[CH:13][CH:14]=2)[O:9][C:8]=1[C:16]1[N:21]=[CH:20][CH:19]=[CH:18][N:17]=1)(=O)=O.[NH2:24][C:25]1[CH:33]=[CH:32][CH:31]=[C:30]2[C:26]=1[C:27]([CH2:41][CH3:42])=[N:28][N:29]2[C:34]([O:36][C:37]([CH3:40])([CH3:39])[CH3:38])=[O:35].CC1(C)C2C(=C(P(C3C=CC=CC=3)C3C=CC=CC=3)C=CC=2)OC2C(P(C3C=CC=CC=3)C3C=CC=CC=3)=CC=CC1=2.[O-]P([O-])([O-])=O.[K+].[K+].[K+], predict the reaction product. The product is: [CH2:41]([C:27]1[C:26]2[C:30](=[CH:31][CH:32]=[CH:33][C:25]=2[NH:24][C:7]2[C:15]3[C:10](=[CH:11][N:12]=[CH:13][CH:14]=3)[O:9][C:8]=2[C:16]2[N:21]=[CH:20][CH:19]=[CH:18][N:17]=2)[N:29]([C:34]([O:36][C:37]([CH3:38])([CH3:40])[CH3:39])=[O:35])[N:28]=1)[CH3:42].